From a dataset of NCI-60 drug combinations with 297,098 pairs across 59 cell lines. Regression. Given two drug SMILES strings and cell line genomic features, predict the synergy score measuring deviation from expected non-interaction effect. (1) Drug 1: CC(C1=C(C=CC(=C1Cl)F)Cl)OC2=C(N=CC(=C2)C3=CN(N=C3)C4CCNCC4)N. Drug 2: C1=CC(=C2C(=C1NCCNCCO)C(=O)C3=C(C=CC(=C3C2=O)O)O)NCCNCCO. Cell line: DU-145. Synergy scores: CSS=70.9, Synergy_ZIP=19.4, Synergy_Bliss=16.6, Synergy_Loewe=-8.87, Synergy_HSA=16.0. (2) Drug 1: CC1OCC2C(O1)C(C(C(O2)OC3C4COC(=O)C4C(C5=CC6=C(C=C35)OCO6)C7=CC(=C(C(=C7)OC)O)OC)O)O. Drug 2: C1CC(=O)NC(=O)C1N2C(=O)C3=CC=CC=C3C2=O. Cell line: 786-0. Synergy scores: CSS=17.5, Synergy_ZIP=-5.68, Synergy_Bliss=3.02, Synergy_Loewe=-17.0, Synergy_HSA=2.06. (3) Drug 1: CN1C(=O)N2C=NC(=C2N=N1)C(=O)N. Drug 2: CC1C(C(CC(O1)OC2CC(OC(C2O)C)OC3=CC4=CC5=C(C(=O)C(C(C5)C(C(=O)C(C(C)O)O)OC)OC6CC(C(C(O6)C)O)OC7CC(C(C(O7)C)O)OC8CC(C(C(O8)C)O)(C)O)C(=C4C(=C3C)O)O)O)O. Cell line: SW-620. Synergy scores: CSS=58.2, Synergy_ZIP=-0.239, Synergy_Bliss=2.62, Synergy_Loewe=-18.8, Synergy_HSA=0.663. (4) Drug 1: CC(C1=C(C=CC(=C1Cl)F)Cl)OC2=C(N=CC(=C2)C3=CN(N=C3)C4CCNCC4)N. Drug 2: COCCOC1=C(C=C2C(=C1)C(=NC=N2)NC3=CC=CC(=C3)C#C)OCCOC.Cl. Cell line: M14. Synergy scores: CSS=5.00, Synergy_ZIP=2.15, Synergy_Bliss=8.88, Synergy_Loewe=5.08, Synergy_HSA=5.35.